Dataset: Reaction yield outcomes from USPTO patents with 853,638 reactions. Task: Predict the reaction yield, written as a fraction of the theoretical maximum amount of product (1.0 means a 100% yield; for example, 0.34 means a 34% yield). The reactants are Br[C:2]1[CH:3]=[C:4]2[C:8](=[CH:9][C:10]=1[Cl:11])[NH:7][CH:6]=[C:5]2[C:12]([O:14][CH3:15])=[O:13].CC1(C)COB([C:23]2[CH:32]=[CH:31][C:26]([O:27][CH2:28][CH2:29][OH:30])=[CH:25][CH:24]=2)OC1.C(=O)([O-])[O-].[K+].[K+].C(O)C. The catalyst is C1C=CC(P(C2C=CC=CC=2)[C-]2C=CC=C2)=CC=1.C1C=CC(P(C2C=CC=CC=2)[C-]2C=CC=C2)=CC=1.Cl[Pd]Cl.[Fe+2].C(OCC)(=O)C.C1(C)C=CC=CC=1. The product is [Cl:11][C:10]1[CH:9]=[C:8]2[C:4]([C:5]([C:12]([O:14][CH3:15])=[O:13])=[CH:6][NH:7]2)=[CH:3][C:2]=1[C:23]1[CH:32]=[CH:31][C:26]([O:27][CH2:28][CH2:29][OH:30])=[CH:25][CH:24]=1. The yield is 0.980.